Dataset: Catalyst prediction with 721,799 reactions and 888 catalyst types from USPTO. Task: Predict which catalyst facilitates the given reaction. (1) Reactant: [CH2:1]([N:8]1[C:14](=[O:15])[CH:13]2[N:16](CC3C=CC=CC=3)[CH:10]([CH2:11][CH2:12]2)[C:9]1=[O:24])[C:2]1[CH:7]=[CH:6][CH:5]=[CH:4][CH:3]=1.Cl. Product: [CH2:1]([N:8]1[C:9](=[O:24])[CH:10]2[NH:16][CH:13]([CH2:12][CH2:11]2)[C:14]1=[O:15])[C:2]1[CH:3]=[CH:4][CH:5]=[CH:6][CH:7]=1. The catalyst class is: 19. (2) Reactant: [Br:1][C:2]1[CH:3]=[C:4]([C:9]2[C:21]([F:22])=[CH:20][C:12]([C:13]([NH:15][S:16]([CH3:19])(=[O:18])=[O:17])=[O:14])=[C:11]([F:23])[CH:10]=2)[CH:5]=[N:6][C:7]=1F.[CH3:24][CH:25]([CH3:28])[CH2:26][OH:27].C(=O)([O-])[O-].[Cs+].[Cs+]. The catalyst class is: 16. Product: [Br:1][C:2]1[CH:3]=[C:4]([C:9]2[C:21]([F:22])=[CH:20][C:12]([C:13]([NH:15][S:16]([CH3:19])(=[O:18])=[O:17])=[O:14])=[C:11]([F:23])[CH:10]=2)[CH:5]=[N:6][C:7]=1[O:27][CH2:26][CH:25]([CH3:28])[CH3:24].